From a dataset of Full USPTO retrosynthesis dataset with 1.9M reactions from patents (1976-2016). Predict the reactants needed to synthesize the given product. (1) Given the product [C:1]1([CH2:11][N:15]2[CH2:19][CH2:18][C@@H:17]([NH:20][C:21]3[N:22]=[CH:23][C:24](/[CH:27]=[CH:28]/[C:29]([O:31][CH3:32])=[O:30])=[N:25][CH:26]=3)[CH2:16]2)[C:10]2[C:5](=[CH:6][CH:7]=[CH:8][CH:9]=2)[CH:4]=[CH:3][CH:2]=1, predict the reactants needed to synthesize it. The reactants are: [C:1]1([CH:11]=O)[C:10]2[C:5](=[CH:6][CH:7]=[CH:8][CH:9]=2)[CH:4]=[CH:3][CH:2]=1.Cl.Cl.[NH:15]1[CH2:19][CH2:18][C@@H:17]([NH:20][C:21]2[N:22]=[CH:23][C:24](/[CH:27]=[CH:28]/[C:29]([O:31][CH3:32])=[O:30])=[N:25][CH:26]=2)[CH2:16]1.CCN(C(C)C)C(C)C.C(O[BH-](OC(=O)C)OC(=O)C)(=O)C.[Na+]. (2) Given the product [CH3:21][S:22]([O:12][CH2:11][CH2:10][CH2:9][O:8][CH2:7][C@H:5]1[CH2:4][O:3][C:2]([CH3:13])([CH3:1])[O:6]1)(=[O:24])=[O:23], predict the reactants needed to synthesize it. The reactants are: [CH3:1][C:2]1([CH3:13])[O:6][C@@H:5]([CH2:7][O:8][CH2:9][CH2:10][CH2:11][OH:12])[CH2:4][O:3]1.C(N(CC)CC)C.[CH3:21][S:22](Cl)(=[O:24])=[O:23].P([O-])([O-])(O)=O.[K+].[K+].